This data is from Full USPTO retrosynthesis dataset with 1.9M reactions from patents (1976-2016). The task is: Predict the reactants needed to synthesize the given product. (1) Given the product [NH2:30][C:28](=[O:29])[CH2:27][O:26][C:23]1[CH:24]=[CH:25][C:20]([N:18]([CH3:19])[C:16](=[O:17])[C@@H:15]([NH:14][C:12]([NH:11][S:8]([C:3]2[CH:4]=[CH:5][CH:6]=[CH:7][C:2]=2[CH3:1])(=[O:10])=[O:9])=[O:13])[CH2:31][C:32]2[CH:33]=[CH:34][CH:35]=[CH:36][CH:37]=2)=[CH:21][CH:22]=1, predict the reactants needed to synthesize it. The reactants are: [CH3:1][C:2]1[CH:7]=[CH:6][CH:5]=[CH:4][C:3]=1[S:8]([N:11]=[C:12]=[O:13])(=[O:10])=[O:9].[NH2:14][C@@H:15]([CH2:31][C:32]1[CH:37]=[CH:36][CH:35]=[CH:34][CH:33]=1)[C:16]([N:18]([C:20]1[CH:25]=[CH:24][C:23]([O:26][CH2:27][C:28]([NH2:30])=[O:29])=[CH:22][CH:21]=1)[CH3:19])=[O:17].CCN(C(C)C)C(C)C. (2) Given the product [CH2:19]([O:18][C:16]([C:15]1[CH:14]=[C:13]([NH:12][CH:26]([C:6]2[CH:7]=[N:8][C:3]([O:2][CH3:1])=[CH:4][CH:5]=2)[C:27]([OH:29])=[O:28])[CH:23]=[CH:22][CH:21]=1)=[O:17])[CH3:20], predict the reactants needed to synthesize it. The reactants are: [CH3:1][O:2][C:3]1[N:8]=[CH:7][C:6](B(O)O)=[CH:5][CH:4]=1.[NH2:12][C:13]1[CH:14]=[C:15]([CH:21]=[CH:22][CH:23]=1)[C:16]([O:18][CH2:19][CH3:20])=[O:17].O.O=[CH:26][C:27]([OH:29])=[O:28]. (3) Given the product [CH3:39][O:40][C:41](=[O:51])[CH:42]([NH:43][C:2]1[C:3]2[NH:7][C:6]([C:8]([C:32]3[CH:37]=[CH:36][CH:35]=[CH:34][CH:33]=3)=[C:9]3[N:31]=[C:12]([CH:13]=[C:14]4[NH:30][C:17](=[C:18]([C:24]5[CH:29]=[CH:28][CH:27]=[CH:26][CH:25]=5)[C:19]5[CH:20]=[CH:21][C:22]=1[N:23]=5)[CH:16]=[CH:15]4)[CH:11]=[CH:10]3)=[CH:5][CH:4]=2)[CH2:44][C:45]1[CH:50]=[CH:49][CH:48]=[CH:47][CH:46]=1, predict the reactants needed to synthesize it. The reactants are: Br[C:2]1[C:3]2[NH:7][C:6]([C:8]([C:32]3[CH:37]=[CH:36][CH:35]=[CH:34][CH:33]=3)=[C:9]3[N:31]=[C:12]([CH:13]=[C:14]4[NH:30][C:17](=[C:18]([C:24]5[CH:29]=[CH:28][CH:27]=[CH:26][CH:25]=5)[C:19]5[CH:20]=[CH:21][C:22]=1[N:23]=5)[CH:16]=[CH:15]4)[CH:11]=[CH:10]3)=[CH:5][CH:4]=2.Cl.[CH3:39][O:40][C:41](=[O:51])[C@H:42]([CH2:44][C:45]1[CH:50]=[CH:49][CH:48]=[CH:47][CH:46]=1)[NH2:43].C1C=CC(P(C2C(OC3C(P(C4C=CC=CC=4)C4C=CC=CC=4)=CC=CC=3)=CC=CC=2)C2C=CC=CC=2)=CC=1.C([O-])([O-])=O.[Cs+].[Cs+].